Dataset: Reaction yield outcomes from USPTO patents with 853,638 reactions. Task: Predict the reaction yield, written as a fraction of the theoretical maximum amount of product (1.0 means a 100% yield; for example, 0.34 means a 34% yield). (1) The reactants are Cl.[C:2]([C:4]1[CH:5]=[C:6]([C:10]2[N:11]=[C:12]([N:15]3[CH2:20][CH2:19][N:18](C(OC(C)(C)C)=O)[CH2:17][CH2:16]3)[S:13][CH:14]=2)[CH:7]=[CH:8][CH:9]=1)#[N:3]. The catalyst is C(OCC)(=O)C. The product is [N:15]1([C:12]2[S:13][CH:14]=[C:10]([C:6]3[CH:5]=[C:4]([CH:9]=[CH:8][CH:7]=3)[C:2]#[N:3])[N:11]=2)[CH2:20][CH2:19][NH:18][CH2:17][CH2:16]1. The yield is 0.652. (2) The product is [CH:15]1([S:20][CH:4]([C:6]2[CH:11]=[CH:10][C:9]([C:12]#[N:13])=[CH:8][CH:7]=2)[C:3]([OH:2])=[O:14])[CH2:19][CH2:18][CH2:17][CH2:16]1.[CH:15]1([S:20][CH:4]([C:6]2[CH:7]=[CH:8][C:9]([C:12]#[N:13])=[CH:10][CH:11]=2)[C:3]([NH:21][C:22]2[S:23][CH:24]=[CH:25][N:26]=2)=[O:14])[CH2:19][CH2:18][CH2:17][CH2:16]1. The yield is 0.600. The catalyst is C1COCC1. The reactants are C[O:2][C:3](=[O:14])[CH:4]([C:6]1[CH:11]=[CH:10][C:9]([C:12]#[N:13])=[CH:8][CH:7]=1)O.[CH:15]1([SH:20])[CH2:19][CH2:18][CH2:17][CH2:16]1.[NH2:21][C:22]1[S:23][CH:24]=[CH:25][N:26]=1. (3) The reactants are CO[C:3](=[O:22])[NH:4][C:5]1[C:10]2=[CH:11][N:12]([C:14]3[C:19]([Cl:20])=[CH:18][CH:17]=[CH:16][C:15]=3[Cl:21])[N:13]=[C:9]2[CH:8]=[CH:7][N:6]=1.ClC1C=CC=C(Cl)[C:25]=1[N:31]1C=C2C(N)=NC=CC2=N1.CN=C=O. No catalyst specified. The product is [Cl:21][C:15]1[CH:16]=[CH:17][CH:18]=[C:19]([Cl:20])[C:14]=1[N:12]1[CH:11]=[C:10]2[C:5]([NH:4][C:3]([NH:31][CH3:25])=[O:22])=[N:6][CH:7]=[CH:8][C:9]2=[N:13]1. The yield is 0.780. (4) The reactants are [C:1]([O:5][C:6]([N:8]1[CH2:13][CH2:12][CH:11]([CH:14]=O)[CH2:10][CH2:9]1)=[O:7])([CH3:4])([CH3:3])[CH3:2].C[Mg]Br.[Cl-].[NH4+].C1C[O:24][CH2:23]C1. No catalyst specified. The product is [C:1]([O:5][C:6]([N:8]1[CH2:9][CH2:10][CH:11]([CH2:14][CH2:23][OH:24])[CH2:12][CH2:13]1)=[O:7])([CH3:2])([CH3:3])[CH3:4]. The yield is 0.310. (5) The reactants are C(OC([N:8]1[CH2:13][CH2:12][CH:11]([N:14]([CH2:26][CH:27]([CH3:29])[CH3:28])[CH2:15][C:16]2[CH:17]=[N:18][C:19]3[C:24]([CH:25]=2)=[CH:23][CH:22]=[CH:21][CH:20]=3)[CH2:10][CH2:9]1)=O)(C)(C)C.C1(OC)C=CC=CC=1.FC(F)(F)C(O)=O. The catalyst is ClCCl. The product is [CH3:28][CH:27]([CH3:29])[CH2:26][N:14]([CH2:15][C:16]1[CH:17]=[N:18][C:19]2[C:24]([CH:25]=1)=[CH:23][CH:22]=[CH:21][CH:20]=2)[CH:11]1[CH2:10][CH2:9][NH:8][CH2:13][CH2:12]1. The yield is 0.990. (6) The reactants are C1(C2C=CC([CH:8]=[O:9])=CC=2)CC1.Br[C:13]1[CH:18]=[CH:17][C:16]([C:19]2([O:23][CH3:24])[CH2:22][CH2:21][CH2:20]2)=[CH:15][CH:14]=1.[Li]CCCC.CN(C=O)C. No catalyst specified. The product is [CH3:24][O:23][C:19]1([C:16]2[CH:17]=[CH:18][C:13]([CH:8]=[O:9])=[CH:14][CH:15]=2)[CH2:22][CH2:21][CH2:20]1. The yield is 0.690.